This data is from Full USPTO retrosynthesis dataset with 1.9M reactions from patents (1976-2016). The task is: Predict the reactants needed to synthesize the given product. (1) Given the product [CH2:1]([N:3]1[C:4]([N:6]2[CH2:11][CH2:10][CH:9]([CH2:12][CH2:13][OH:14])[CH2:8][CH2:7]2)=[N:17][N:16]=[N:15]1)[CH3:2], predict the reactants needed to synthesize it. The reactants are: [CH2:1]([NH:3][C:4]([N:6]1[CH2:11][CH2:10][CH:9]([CH2:12][CH2:13][OH:14])[CH2:8][CH2:7]1)=S)[CH3:2].[N-:15]=[N+:16]=[N-:17].[Na+].CCN(CC)CC. (2) Given the product [C:32]([N:24]1[C@H:19]([C:14]2[CH:15]=[CH:16][C:17]([F:18])=[C:12]([F:11])[CH:13]=2)[CH2:20][CH2:21][CH2:22][C@@H:23]1[C:25]([O:27][CH3:28])=[O:26])(=[O:33])[CH2:31][CH:29]=[CH2:30], predict the reactants needed to synthesize it. The reactants are: C(P(=O)(OCC)OCC)#N.[F:11][C:12]1[CH:13]=[C:14]([C@H:19]2[NH:24][C@@H:23]([C:25]([O:27][CH3:28])=[O:26])[CH2:22][CH2:21][CH2:20]2)[CH:15]=[CH:16][C:17]=1[F:18].[CH:29]([CH2:31][C:32](O)=[O:33])=[CH2:30].Cl. (3) Given the product [Cl:23][C:14]1[CH:13]=[C:12]2[C:17](=[C:16]([C:18]([O:20][CH2:21][CH3:22])=[O:19])[CH:15]=1)[N:9]([CH2:8][C:5]1[CH:4]=[CH:3][C:2]([N:72]3[CH2:77][CH2:76][CH2:75][CH2:74][CH2:73]3)=[CH:7][N:6]=1)[CH:10]=[CH:11]2, predict the reactants needed to synthesize it. The reactants are: Br[C:2]1[CH:3]=[CH:4][C:5]([CH2:8][N:9]2[C:17]3[C:12](=[CH:13][C:14]([Cl:23])=[CH:15][C:16]=3[C:18]([O:20][CH2:21][CH3:22])=[O:19])[CH:11]=[CH:10]2)=[N:6][CH:7]=1.CC1(C)C2C=CC=C(P(C3C=CC=CC=3)C3C=CC=CC=3)C=2OC2C1=CC=CC=2P(C1C=CC=CC=1)C1C=CC=CC=1.CC(C)([O-])C.[Na+].[NH:72]1[CH2:77][CH2:76][CH2:75][CH2:74][CH2:73]1. (4) Given the product [C:1]([N:4]([CH2:38][C@@H:39]1[O:43][C:42](=[O:44])[N:41]([C:45]2[CH:50]=[CH:49][C:48]([N:51]3[CH2:58][C:57]4[C:53](=[N:54][N:55]([CH3:59])[CH:56]=4)[CH2:52]3)=[C:47]([F:60])[CH:46]=2)[CH2:40]1)[C:5]([O:7][CH2:8][O:9][C:10](=[O:37])[C:11]1[CH:16]=[CH:15][C:14]([CH2:17][O:18][P:19]([OH:29])([OH:21])=[O:20])=[CH:13][CH:12]=1)=[O:6])(=[O:3])[CH3:2], predict the reactants needed to synthesize it. The reactants are: [C:1]([N:4]([CH2:38][C@@H:39]1[O:43][C:42](=[O:44])[N:41]([C:45]2[CH:50]=[CH:49][C:48]([N:51]3[CH2:58][C:57]4[C:53](=[N:54][N:55]([CH3:59])[CH:56]=4)[CH2:52]3)=[C:47]([F:60])[CH:46]=2)[CH2:40]1)[C:5]([O:7][CH2:8][O:9][C:10](=[O:37])[C:11]1[CH:16]=[CH:15][C:14]([CH2:17][O:18][P:19]([O:29]CC2C=CC=CC=2)([O:21]CC2C=CC=CC=2)=[O:20])=[CH:13][CH:12]=1)=[O:6])(=[O:3])[CH3:2]. (5) Given the product [CH3:20][S:21]([C:24]1[CH:29]=[C:28]([C:2]2[N:7]=[CH:6][N:5]=[C:4]([NH:8][C:9]3[CH:14]=[CH:13][C:12]([O:15][C:16]([F:19])([F:18])[F:17])=[CH:11][CH:10]=3)[CH:3]=2)[CH:27]=[CH:26][CH:25]=1)(=[O:23])=[O:22], predict the reactants needed to synthesize it. The reactants are: Cl[C:2]1[N:7]=[CH:6][N:5]=[C:4]([NH:8][C:9]2[CH:14]=[CH:13][C:12]([O:15][C:16]([F:19])([F:18])[F:17])=[CH:11][CH:10]=2)[CH:3]=1.[CH3:20][S:21]([C:24]1[CH:25]=[C:26](B(O)O)[CH:27]=[CH:28][CH:29]=1)(=[O:23])=[O:22].C1C=CC(P(C2C=CC=CC=2)C2C=CC=CC=2)=CC=1. (6) Given the product [CH2:24]([O:1][C:2]1[C:3](=[O:21])[CH:4]=[C:5]([CH2:10][NH:11][S:12]([C:15]2[CH:16]=[CH:17][CH:18]=[CH:19][CH:20]=2)(=[O:14])=[O:13])[O:6][C:7]=1[CH2:8][OH:9])[C:25]1[CH:30]=[CH:29][CH:28]=[CH:27][CH:26]=1, predict the reactants needed to synthesize it. The reactants are: [OH:1][C:2]1[C:3](=[O:21])[CH:4]=[C:5]([CH2:10][NH:11][S:12]([C:15]2[CH:20]=[CH:19][CH:18]=[CH:17][CH:16]=2)(=[O:14])=[O:13])[O:6][C:7]=1[CH2:8][OH:9].CO.[CH2:24](Br)[C:25]1[CH:30]=[CH:29][CH:28]=[CH:27][CH:26]=1. (7) Given the product [C:41]([O:45][C:46](=[O:54])[NH:47][CH2:48][CH2:49][O:50][CH2:51][CH2:52][O:20][C:19]1[CH:18]=[CH:17][C:16]([Cl:21])=[CH:15][C:14]=1[C:12](=[O:13])[NH:11][C:3]1[CH:2]=[CH:1][C:6]([N+:7]([O-:9])=[O:8])=[CH:5][C:4]=1[Cl:10])([CH3:44])([CH3:43])[CH3:42], predict the reactants needed to synthesize it. The reactants are: [CH:1]1[C:6]([N+:7]([O-:9])=[O:8])=[CH:5][C:4]([Cl:10])=[C:3]([NH:11][C:12]([C:14]2[CH:15]=[C:16]([Cl:21])[CH:17]=[CH:18][C:19]=2[OH:20])=[O:13])[CH:2]=1.C1C=CC(P(C2C=CC=CC=2)C2C=CC=CC=2)=CC=1.[C:41]([O:45][C:46](=[O:54])[NH:47][CH2:48][CH2:49][O:50][CH2:51][CH2:52]O)([CH3:44])([CH3:43])[CH3:42].CC(OC(/N=N/C(OC(C)C)=O)=O)C.